This data is from Catalyst prediction with 721,799 reactions and 888 catalyst types from USPTO. The task is: Predict which catalyst facilitates the given reaction. Reactant: [Cl:1][C:2]1[N:7]=[C:6](Cl)[CH:5]=[CH:4][N:3]=1.[CH:9]1(B(O)O)[CH2:11][CH2:10]1.P([O-])([O-])([O-])=O.[K+].[K+].[K+]. Product: [Cl:1][C:2]1[N:7]=[C:6]([CH:9]2[CH2:11][CH2:10]2)[CH:5]=[CH:4][N:3]=1. The catalyst class is: 1.